This data is from Catalyst prediction with 721,799 reactions and 888 catalyst types from USPTO. The task is: Predict which catalyst facilitates the given reaction. (1) Reactant: C([Li])(C)(C)C.CCCCCC.I[C:13](=[CH2:22])[CH2:14][C@H:15]1[CH2:19][O:18][C:17]([CH3:21])([CH3:20])[O:16]1.[S:23](Cl)([Cl:26])(=[O:25])=[O:24]. Product: [CH3:20][C:17]1([CH3:21])[O:16][C@@H:15]([CH2:14][C:13]([S:23]([Cl:26])(=[O:25])=[O:24])=[CH2:22])[CH2:19][O:18]1. The catalyst class is: 27. (2) Reactant: [Si:1]([O:8][CH2:9][CH2:10][N:11]1[C:19]2[C:18](Cl)=[N:17][CH:16]=[N:15][C:14]=2[CH:13]=[C:12]1[Cl:21])([C:4]([CH3:7])([CH3:6])[CH3:5])([CH3:3])[CH3:2].[NH2:22][C:23]1[CH:40]=[CH:39][C:26]([O:27][C:28]2[CH:36]=[CH:35][CH:34]=[C:33]3[C:29]=2[CH2:30][C:31](=[O:38])[N:32]3[CH3:37])=[C:25]([Cl:41])[CH:24]=1.Cl.N1C=CC=CC=1.C(=O)([O-])O.[Na+]. Product: [Si:1]([O:8][CH2:9][CH2:10][N:11]1[C:19]2[C:18]([NH:22][C:23]3[CH:40]=[CH:39][C:26]([O:27][C:28]4[CH:36]=[CH:35][CH:34]=[C:33]5[C:29]=4[CH2:30][C:31](=[O:38])[N:32]5[CH3:37])=[C:25]([Cl:41])[CH:24]=3)=[N:17][CH:16]=[N:15][C:14]=2[CH:13]=[C:12]1[Cl:21])([C:4]([CH3:7])([CH3:6])[CH3:5])([CH3:3])[CH3:2]. The catalyst class is: 32. (3) The catalyst class is: 4. Product: [CH3:45][S:46]([N:1]1[CH2:6][CH2:5][CH2:4][C@@H:3]([NH:7][C:8]([C:10]2[C:18]3[C:13](=[N:14][CH:15]=[C:16]([C:19]4[C:27]5[C:22](=[CH:23][C:24]([Cl:28])=[CH:25][CH:26]=5)[N:21]([CH3:29])[N:20]=4)[N:17]=3)[N:12]([CH2:30][O:31][CH2:32][CH2:33][Si:34]([CH3:37])([CH3:36])[CH3:35])[CH:11]=2)=[O:9])[CH2:2]1)(=[O:48])=[O:47]. Reactant: [NH:1]1[CH2:6][CH2:5][CH2:4][C@@H:3]([NH:7][C:8]([C:10]2[C:18]3[C:13](=[N:14][CH:15]=[C:16]([C:19]4[C:27]5[C:22](=[CH:23][C:24]([Cl:28])=[CH:25][CH:26]=5)[N:21]([CH3:29])[N:20]=4)[N:17]=3)[N:12]([CH2:30][O:31][CH2:32][CH2:33][Si:34]([CH3:37])([CH3:36])[CH3:35])[CH:11]=2)=[O:9])[CH2:2]1.C(N(CC)CC)C.[CH3:45][S:46](Cl)(=[O:48])=[O:47]. (4) Reactant: [C:1]([CH2:3][CH2:4][CH2:5][C:6]1([C:17]#[N:18])[CH2:11][CH2:10][N:9]([C:12]([O:14][CH2:15][CH3:16])=[O:13])[CH2:8][CH2:7]1)#[N:2].C([N-]C(C)C)(C)C.[Li+].Cl. The catalyst class is: 7. Product: [OH2:13].[C:1]([CH:3]1[CH2:4][CH2:5][C:6]2([CH2:11][CH2:10][N:9]([C:12]([O:14][CH2:15][CH3:16])=[O:13])[CH2:8][CH2:7]2)[C:17]1=[NH:18])#[N:2].[CH2:15]([O:14][C:12]([N:9]1[CH2:10][CH2:11][C:6]2([C:17](=[NH:18])[CH:3]([C:1]#[N:2])[CH2:4][CH2:5]2)[CH2:7][CH2:8]1)=[O:13])[CH3:16]. (5) Reactant: [C:1]([O:5][C:6]([N:8]1[CH2:13][CH2:12][CH:11]([O:14][C:15]2[C:20]([CH3:21])=[CH:19][C:18]([N+:22]([O-:24])=[O:23])=[CH:17][C:16]=2[C:25](O)=[O:26])[CH2:10][CH2:9]1)=[O:7])([CH3:4])([CH3:3])[CH3:2].ClC(OCC(C)C)=O.C([N:38](CC)CC)C.N. Product: [C:1]([O:5][C:6]([N:8]1[CH2:9][CH2:10][CH:11]([O:14][C:15]2[C:20]([CH3:21])=[CH:19][C:18]([N+:22]([O-:24])=[O:23])=[CH:17][C:16]=2[C:25](=[O:26])[NH2:38])[CH2:12][CH2:13]1)=[O:7])([CH3:3])([CH3:4])[CH3:2]. The catalyst class is: 4.